Dataset: Full USPTO retrosynthesis dataset with 1.9M reactions from patents (1976-2016). Task: Predict the reactants needed to synthesize the given product. (1) Given the product [NH2:17][C:18]1[C:19]([I:29])=[C:20]([O:26][CH2:27][CH3:28])[CH:21]=[C:22]([CH:25]=1)[CH2:23][N:13]1[CH2:12][CH2:11][CH:10]([NH:9][C:7](=[O:8])[C:6]2[CH:16]=[C:2]([CH3:1])[CH:3]=[N:4][CH:5]=2)[CH2:15][CH2:14]1, predict the reactants needed to synthesize it. The reactants are: [CH3:1][C:2]1[CH:3]=[N:4][CH:5]=[C:6]([CH:16]=1)[C:7]([NH:9][CH:10]1[CH2:15][CH2:14][NH:13][CH2:12][CH2:11]1)=[O:8].[NH2:17][C:18]1[C:19]([I:29])=[C:20]([O:26][CH2:27][CH3:28])[CH:21]=[C:22]([CH:25]=1)[CH:23]=O. (2) Given the product [F:23][C:6]1[CH:7]=[C:8]([C:11]2[CH:12]=[CH:13][C:14]([N:17]([S:19]([CH3:22])(=[O:21])=[O:20])[CH3:18])=[CH:15][CH:16]=2)[CH:9]=[CH:10][C:5]=1[C:3]([OH:4])=[O:2], predict the reactants needed to synthesize it. The reactants are: C[O:2][C:3]([C:5]1[CH:10]=[CH:9][C:8]([C:11]2[CH:16]=[CH:15][C:14]([N:17]([S:19]([CH3:22])(=[O:21])=[O:20])[CH3:18])=[CH:13][CH:12]=2)=[CH:7][C:6]=1[F:23])=[O:4].[OH-].[Na+]. (3) Given the product [NH2:8][C:9]1[CH:14]=[CH:13][C:12]([NH:15][C:16]([NH:18][S:19]([C:22]2[S:23][C:24]([Cl:27])=[CH:25][CH:26]=2)(=[O:21])=[O:20])=[O:17])=[CH:11][C:10]=1[CH3:28], predict the reactants needed to synthesize it. The reactants are: C(OC([NH:8][C:9]1[CH:14]=[CH:13][C:12]([NH:15][C:16]([NH:18][S:19]([C:22]2[S:23][C:24]([Cl:27])=[CH:25][CH:26]=2)(=[O:21])=[O:20])=[O:17])=[CH:11][C:10]=1[CH3:28])=O)(C)(C)C.C(O)(C(F)(F)F)=O. (4) The reactants are: Br[CH:2]1[CH2:6][CH2:5][N:4]([C:7]2[CH:12]=[CH:11][C:10]([N:13]([CH3:28])[C:14](=[O:27])[C:15]3[CH:20]=[CH:19][C:18]([CH:21]4[CH2:26][CH2:25][CH2:24][CH2:23][CH2:22]4)=[CH:17][CH:16]=3)=[CH:9][CH:8]=2)[C:3]1=[O:29].[CH:30]1([CH2:33][NH2:34])[CH2:32][CH2:31]1. Given the product [CH:21]1([C:18]2[CH:19]=[CH:20][C:15]([C:14]([N:13]([C:10]3[CH:11]=[CH:12][C:7]([N:4]4[CH2:5][CH2:6][CH:2]([NH:34][CH2:33][CH:30]5[CH2:32][CH2:31]5)[C:3]4=[O:29])=[CH:8][CH:9]=3)[CH3:28])=[O:27])=[CH:16][CH:17]=2)[CH2:26][CH2:25][CH2:24][CH2:23][CH2:22]1, predict the reactants needed to synthesize it. (5) Given the product [CH3:28][C:25]([O:29][C:30](=[O:31])[NH:32][CH2:33][CH2:34][CH2:35][C:36]([NH:7][CH2:6][O:4][CH3:5])=[O:38])([CH3:26])[CH3:27], predict the reactants needed to synthesize it. The reactants are: Cl.CN[O:4][CH3:5].[CH3:6][N:7]1CCOCC1.Cl.CN(C)CCCN=C=NCC.[C:25]([O:29][C:30]([NH:32][CH2:33][CH2:34][CH2:35][C:36]([OH:38])=O)=[O:31])([CH3:28])([CH3:27])[CH3:26].